From a dataset of Catalyst prediction with 721,799 reactions and 888 catalyst types from USPTO. Predict which catalyst facilitates the given reaction. (1) The catalyst class is: 18. Reactant: [C:1]([O:5][C:6](=[O:25])[NH:7][CH2:8][C:9]1[CH:14]=[CH:13][C:12]([C:15](=[O:23])[NH:16][C:17]2[CH:22]=[CH:21][N:20]=[CH:19][CH:18]=2)=[CH:11][C:10]=1Br)([CH3:4])([CH3:3])[CH3:2].[C:26]([C:29]1[CH:30]=[C:31](B(O)O)[CH:32]=[CH:33][CH:34]=1)([OH:28])=[O:27].C([O-])([O-])=O.[Na+].[Na+].CO. Product: [C:1]([O:5][C:6]([NH:7][CH2:8][C:9]1[CH:14]=[CH:13][C:12]([C:15](=[O:23])[NH:16][C:17]2[CH:22]=[CH:21][N:20]=[CH:19][CH:18]=2)=[CH:11][C:10]=1[C:33]1[CH:32]=[CH:31][CH:30]=[C:29]([C:26]([OH:28])=[O:27])[CH:34]=1)=[O:25])([CH3:4])([CH3:3])[CH3:2]. (2) Reactant: [O:1]=[C:2]1[CH2:6][C:5]2([CH2:11][CH2:10][CH:9]([C:12]([O:14]CC)=[O:13])[CH2:8][CH2:7]2)[CH2:4][N:3]1[C:17]1[CH:22]=[CH:21][CH:20]=[CH:19][CH:18]=1.[OH-].[Na+]. Product: [O:1]=[C:2]1[CH2:6][C:5]2([CH2:7][CH2:8][CH:9]([C:12]([OH:14])=[O:13])[CH2:10][CH2:11]2)[CH2:4][N:3]1[C:17]1[CH:18]=[CH:19][CH:20]=[CH:21][CH:22]=1. The catalyst class is: 5. (3) The catalyst class is: 2. Reactant: [CH2:1]([O:8][N:9]1[C:15](=[O:16])[N:14]2[CH2:17][C@H:10]1[CH2:11][CH2:12][C@H:13]2[C:18]([OH:20])=O)[C:2]1[CH:7]=[CH:6][CH:5]=[CH:4][CH:3]=1.ClC(OCC(C)C)=O.C(N(CC)CC)C.Cl.Cl.[NH2:38][O:39][CH2:40][CH2:41][N:42]([CH3:44])[CH3:43]. Product: [CH2:1]([O:8][N:9]1[C:15](=[O:16])[N:14]2[CH2:17][C@H:10]1[CH2:11][CH2:12][C@H:13]2[C:18]([NH:38][O:39][CH2:40][CH2:41][N:42]([CH3:44])[CH3:43])=[O:20])[C:2]1[CH:3]=[CH:4][CH:5]=[CH:6][CH:7]=1.